Dataset: Kir2.1 potassium channel HTS with 301,493 compounds. Task: Binary Classification. Given a drug SMILES string, predict its activity (active/inactive) in a high-throughput screening assay against a specified biological target. (1) The drug is O1C(CCC1)CNC(=O)C(N(c1ccc(cc1)C(OCC)=O)C(=O)CNC(=O)c1occc1)c1cc(OC)c(OC)cc1. The result is 0 (inactive). (2) The drug is O(c1c2c(n(c(=O)c1)C)cccc2)CC(=O)Nc1ncccc1. The result is 0 (inactive).